From a dataset of Full USPTO retrosynthesis dataset with 1.9M reactions from patents (1976-2016). Predict the reactants needed to synthesize the given product. (1) Given the product [CH2:1]=[C:2]1[CH2:5][N:4]([C:19]([O:18][CH2:11][C:12]2[CH:17]=[CH:16][CH:15]=[CH:14][CH:13]=2)=[O:20])[CH2:3]1, predict the reactants needed to synthesize it. The reactants are: [CH2:1]=[C:2]1[CH2:5][NH:4][CH2:3]1.C(=O)(O)[O-].[Na+].[CH2:11]([O:18][C:19](Cl)=[O:20])[C:12]1[CH:17]=[CH:16][CH:15]=[CH:14][CH:13]=1. (2) Given the product [O:1]1[C:10]2[C:5](=[N:6][CH:7]=[CH:8][CH:9]=2)[O:4][C@@H:3]([C:11]2[CH:12]=[CH:13][C:14]([CH2:15][N:16]3[CH2:21][CH2:20][CH:19]([C:22]([N:27]4[CH2:30][CH:29]([OH:31])[CH2:28]4)=[O:23])[CH2:18][CH2:17]3)=[CH:25][CH:26]=2)[CH2:2]1, predict the reactants needed to synthesize it. The reactants are: [O:1]1[C:10]2[C:5](=[N:6][CH:7]=[CH:8][CH:9]=2)[O:4][C@@H:3]([C:11]2[CH:26]=[CH:25][C:14]([CH2:15][N:16]3[CH2:21][CH2:20][CH:19]([C:22](O)=[O:23])[CH2:18][CH2:17]3)=[CH:13][CH:12]=2)[CH2:2]1.[NH:27]1[CH2:30][CH:29]([OH:31])[CH2:28]1. (3) Given the product [CH2:23]([O:27][C:7]1[CH:15]=[CH:14][C:10]([C:11]([OH:13])=[O:12])=[CH:9][C:8]=1[C:16]([F:19])([F:18])[F:17])[CH:24]([CH3:26])[CH3:25], predict the reactants needed to synthesize it. The reactants are: CN(C)C=O.F[C:7]1[CH:15]=[CH:14][C:10]([C:11]([OH:13])=[O:12])=[CH:9][C:8]=1[C:16]([F:19])([F:18])[F:17].[H-].[Na+].Cl.[CH2:23]([OH:27])[CH:24]([CH3:26])[CH3:25]. (4) Given the product [Br:30][C:31]1[N:36]=[C:35]([C:37]([NH:1][C:2]2[CH:23]=[CH:22][C:21]([N:24]3[CH2:29][CH2:28][CH2:27][CH2:26][CH2:25]3)=[CH:20][C:3]=2[C:4]([NH:6]/[N:7]=[CH:8]/[C:9]2[CH:14]=[CH:13][C:12]([Cl:15])=[C:11]([C:16]([F:19])([F:17])[F:18])[CH:10]=2)=[O:5])=[O:38])[CH:34]=[CH:33][CH:32]=1, predict the reactants needed to synthesize it. The reactants are: [NH2:1][C:2]1[CH:23]=[CH:22][C:21]([N:24]2[CH2:29][CH2:28][CH2:27][CH2:26][CH2:25]2)=[CH:20][C:3]=1[C:4]([NH:6]/[N:7]=[CH:8]/[C:9]1[CH:14]=[CH:13][C:12]([Cl:15])=[C:11]([C:16]([F:19])([F:18])[F:17])[CH:10]=1)=[O:5].[Br:30][C:31]1[N:36]=[C:35]([C:37](Cl)=[O:38])[CH:34]=[CH:33][CH:32]=1. (5) Given the product [OH:13][CH2:12][CH2:11][CH:3]1[C:4]2[C:9](=[CH:8][CH:7]=[CH:6][CH:5]=2)[NH:1][C:2]1=[O:10], predict the reactants needed to synthesize it. The reactants are: [NH:1]1[C:9]2[C:4](=[CH:5][CH:6]=[CH:7][CH:8]=2)[CH2:3][C:2]1=[O:10].[CH2:11](O)[CH2:12][OH:13]. (6) Given the product [C:1]([O:5][C:6]([NH:8][C@@H:9]([CH2:13][CH2:14][CH2:15][C@@H:16]([C@@H:22]([O:35][Si:36]([CH:37]([CH3:39])[CH3:38])([CH:40]([CH3:42])[CH3:41])[CH:43]([CH3:45])[CH3:44])[C@@H:23]([OH:25])[CH3:24])[CH2:17][CH2:18][CH:19]([CH3:20])[CH3:21])[C:10]([OH:12])=[O:11])=[O:7])([CH3:4])([CH3:2])[CH3:3], predict the reactants needed to synthesize it. The reactants are: [C:1]([O:5][C:6]([NH:8][C@@H:9]([CH2:13][CH2:14][CH2:15][C@@H:16]([C@@H:22]([O:35][Si:36]([CH:43]([CH3:45])[CH3:44])([CH:40]([CH3:42])[CH3:41])[CH:37]([CH3:39])[CH3:38])[C@@H:23]([O:25]CC1C=CC(OC)=CC=1)[CH3:24])[CH2:17][CH2:18][CH:19]([CH3:21])[CH3:20])[C:10]([OH:12])=[O:11])=[O:7])([CH3:4])([CH3:3])[CH3:2].